From a dataset of KCNQ2 potassium channel screen with 302,405 compounds. Binary Classification. Given a drug SMILES string, predict its activity (active/inactive) in a high-throughput screening assay against a specified biological target. (1) The drug is S(c1[nH]c2c(n1)ccc(OCC)c2)CC(=O)Nc1c(cc2OCOc2c1)C(=O)C. The result is 0 (inactive). (2) The molecule is O=c1nc([nH]c(c1Cc1ccccc1)C)/N=C(\Nc1cc(ccc1)C)N. The result is 0 (inactive). (3) The molecule is S(=O)(=O)(N(CC)CC)c1cc2N(CC(=O)NCc3ncccc3)C(=O)COc2cc1. The result is 0 (inactive). (4) The drug is Clc1ccc(COc2c(nc3c(c2)cccc3)C)cc1. The result is 0 (inactive).